This data is from Full USPTO retrosynthesis dataset with 1.9M reactions from patents (1976-2016). The task is: Predict the reactants needed to synthesize the given product. (1) Given the product [C:1]([O:4][CH2:5][C:6]1[CH:11]=[CH:10][CH:9]=[C:8]([N+:12]([O-:14])=[O:13])[C:7]=1[B:21]1[O:25][C:24]([CH3:27])([CH3:26])[C:23]([CH3:29])([CH3:28])[O:22]1)(=[O:3])[CH3:2], predict the reactants needed to synthesize it. The reactants are: [C:1]([O:4][CH2:5][C:6]1[CH:11]=[CH:10][CH:9]=[C:8]([N+:12]([O-:14])=[O:13])[C:7]=1Br)(=[O:3])[CH3:2].C([O-])(=O)C.[K+].[B:21]1([B:21]2[O:25][C:24]([CH3:27])([CH3:26])[C:23]([CH3:29])([CH3:28])[O:22]2)[O:25][C:24]([CH3:27])([CH3:26])[C:23]([CH3:29])([CH3:28])[O:22]1. (2) Given the product [CH3:13][N:10]1[C:9](=[O:12])[CH2:8][O:7][C:6]2[CH:5]=[CH:4][CH:3]=[C:2]([O:1][CH2:20][C:21]([O:23][CH2:24][CH3:25])=[O:22])[C:11]1=2, predict the reactants needed to synthesize it. The reactants are: [OH:1][C:2]1[C:11]2[NH:10][C:9](=[O:12])[CH2:8][O:7][C:6]=2[CH:5]=[CH:4][CH:3]=1.[C:13]([O-])([O-])=O.[K+].[K+].Br[CH2:20][C:21]([O:23][CH2:24][CH3:25])=[O:22].CI.